This data is from Experimentally validated miRNA-target interactions with 360,000+ pairs, plus equal number of negative samples. The task is: Binary Classification. Given a miRNA mature sequence and a target amino acid sequence, predict their likelihood of interaction. (1) The miRNA is hsa-miR-6854-5p with sequence AAGCUCAGGUUUGAGAACUGCUGA. The protein sequence of the target gene is MLRPRGAEGTAVALLRLLLLLLLLGPKLRGPGLGVVGAAGAGLPESVIWAVNAGGEAHVDVHGIHFRKDPLEGRVGRASDYGMKLPILRSTPEDQILYQTERYNEETFGYEVPVKEEGDYVLVLKFAEVYFAQSQQKVFDVRLNGHVVVKDLDIFDRVGHSTAHDEIIPMSIRKGKLSVRGEVSTFTGKLYIEFVKGYYDNPKVCALYILAGTVDDVPKLQPHPGLEKKEEEEEEEEYDEGSNLKRQTNKNRVQSGPRTPNPYASDNSSLMFPILVAFGVFIPTLFCLCRL. Result: 0 (no interaction). (2) The miRNA is hsa-miR-4500 with sequence UGAGGUAGUAGUUUCUU. The protein sequence of the target gene is MDKNELVQKAKLAEQAERYDDMAACMKSVTEQGAELSNEERNLLSVAYKNVVGARRSSWRVVSSIEQKTEGAEKKQQMAREYREKIETELRDICNDVLSLLEKFLIPNASQPESKVFYLKMKGDYYRYLAEVAAGDDKKGIVDQSQQAYQEAFEISKKEMQPTHPIRLGLALNFSVFYYEILNSPEKACSLAKTAFDEAIAELDTLSEESYKDSTLIMQLLRDNLTLWTSDTQGDEAEAGEGGEN. Result: 0 (no interaction).